This data is from Forward reaction prediction with 1.9M reactions from USPTO patents (1976-2016). The task is: Predict the product of the given reaction. (1) Given the reactants [Br:1][C:2]1[CH:7]=[C:6]([O:8][CH3:9])[CH:5]=[C:4]([Br:10])[C:3]=1N.S(=O)(=O)(O)O.O[PH2]=O.N([O-])=O.[Na+], predict the reaction product. The product is: [Br:1][C:2]1[CH:7]=[C:6]([O:8][CH3:9])[CH:5]=[C:4]([Br:10])[CH:3]=1. (2) Given the reactants C(OC([N:7]1[C:13]2[CH:14]=[C:15]([O:20][CH2:21][C:22]3[CH:27]=[CH:26][CH:25]=[CH:24][CH:23]=3)[C:16]([O:18][CH3:19])=[CH:17][C:12]=2[C:11](=[O:28])[N:10]2[CH:29]=[C:30]([CH2:32][C:33]([O:35][CH3:36])=[O:34])[CH2:31][C@H:9]2[C@@H:8]1O)=O)C=C.C1(P(C2C=CC=CC=2)C2C=CC=CC=2)C=CC=CC=1.N1CCCC1, predict the reaction product. The product is: [CH3:19][O:18][C:16]1[CH:17]=[C:12]2[C:11]([N:10]3[C@H:9]([CH:8]=[N:7][C:13]2=[CH:14][C:15]=1[O:20][CH2:21][C:22]1[CH:23]=[CH:24][CH:25]=[CH:26][CH:27]=1)[CH2:31][C:30]([CH2:32][C:33]([O:35][CH3:36])=[O:34])=[CH:29]3)=[O:28]. (3) Given the reactants [Cl:1][C:2]1[CH:3]=[CH:4][C:5]2[N:11]([CH2:12][C:13]([CH3:17])([CH3:16])[CH2:14][OH:15])[C:10](=[O:18])[C@@H:9]([CH2:19][C:20]([OH:22])=O)[O:8][C@H:7]([C:23]3[CH:28]=[CH:27][CH:26]=[C:25]([O:29][CH3:30])[C:24]=3[O:31][CH3:32])[C:6]=2[CH:33]=1.Cl.[NH2:35][CH2:36][CH2:37][CH2:38][CH2:39][CH2:40][C:41]([O:43][CH3:44])=[O:42].P(C#N)(OCC)(OCC)=O.C(N(CC)CC)C, predict the reaction product. The product is: [Cl:1][C:2]1[CH:3]=[CH:4][C:5]2[N:11]([CH2:12][C:13]([CH3:16])([CH3:17])[CH2:14][OH:15])[C:10](=[O:18])[C@@H:9]([CH2:19][C:20]([NH:35][CH2:36][CH2:37][CH2:38][CH2:39][CH2:40][C:41]([O:43][CH3:44])=[O:42])=[O:22])[O:8][C@H:7]([C:23]3[CH:28]=[CH:27][CH:26]=[C:25]([O:29][CH3:30])[C:24]=3[O:31][CH3:32])[C:6]=2[CH:33]=1. (4) Given the reactants [C:1]([C:3]1[CH:12]=[C:11]2[C:6]([NH:7][CH2:8][C:9](=[O:13])[NH:10]2)=[CH:5][CH:4]=1)#[N:2].C([O-])([O-])=O.[K+].[K+].C1OCCOCCOCCOCCOCCOC1.Br[CH2:39][C:40]([C:42]1[CH:47]=[CH:46][C:45]([Br:48])=[CH:44][CH:43]=1)=[O:41], predict the reaction product. The product is: [C:1]([C:3]1[CH:12]=[C:11]2[C:6]([NH:7][CH2:8][C:9](=[O:13])[N:10]2[CH2:39][C:40]([C:42]2[CH:47]=[CH:46][C:45]([Br:48])=[CH:44][CH:43]=2)=[O:41])=[CH:5][CH:4]=1)#[N:2]. (5) Given the reactants [NH2:1][C:2]1[N:7]=[CH:6][N:5]=[C:4]([NH:8][C@H:9]([C:11]2[N:16]([C:17]3[CH:22]=[CH:21][CH:20]=[CH:19][CH:18]=3)[C:15](=[O:23])[C:14]3=[C:24]([CH3:27])[CH:25]=[CH:26][N:13]3[N:12]=2)[CH3:10])[C:3]=1[C:28]1[CH:36]=[C:35]2[C:31]([CH:32]=[CH:33][N:34]2[S:37]([C:40]2[CH:45]=[CH:44][C:43]([O:46]C)=[CH:42][CH:41]=2)(=[O:39])=[O:38])=[CH:30][CH:29]=1.B(Br)(Br)Br, predict the reaction product. The product is: [NH2:1][C:2]1[N:7]=[CH:6][N:5]=[C:4]([NH:8][C@H:9]([C:11]2[N:16]([C:17]3[CH:22]=[CH:21][CH:20]=[CH:19][CH:18]=3)[C:15](=[O:23])[C:14]3=[C:24]([CH3:27])[CH:25]=[CH:26][N:13]3[N:12]=2)[CH3:10])[C:3]=1[C:28]1[CH:36]=[C:35]2[C:31]([CH:32]=[CH:33][N:34]2[S:37]([C:40]2[CH:41]=[CH:42][C:43]([OH:46])=[CH:44][CH:45]=2)(=[O:38])=[O:39])=[CH:30][CH:29]=1. (6) Given the reactants [CH:1]1[C:13]2[CH:12]([CH2:14][O:15][C:16]([NH:18][C@@H:19]([CH2:27][C:28]3[CH:29]=[N:30][C:31](Br)=[CH:32][CH:33]=3)[C:20]([O:22][C:23]([CH3:26])([CH3:25])[CH3:24])=[O:21])=[O:17])[C:11]3[C:6](=[CH:7][CH:8]=[CH:9][CH:10]=3)[C:5]=2[CH:4]=[CH:3][CH:2]=1.[CH2:35]([C:37]1[CH:42]=[CH:41][CH:40]=[CH:39][C:38]=1B(O)O)[CH3:36].[C:46](=O)([O-])[O-:47].[Na+].[Na+], predict the reaction product. The product is: [CH:1]1[C:13]2[CH:12]([CH2:14][O:15][C:16]([NH:18][C@@H:19]([CH2:27][C:28]3[CH:29]=[N:30][C:31]([C:38]4[CH:39]=[CH:40][C:41]([O:47][CH3:46])=[CH:42][C:37]=4[CH2:35][CH3:36])=[CH:32][CH:33]=3)[C:20]([O:22][C:23]([CH3:26])([CH3:25])[CH3:24])=[O:21])=[O:17])[C:11]3[C:6](=[CH:7][CH:8]=[CH:9][CH:10]=3)[C:5]=2[CH:4]=[CH:3][CH:2]=1. (7) Given the reactants [CH3:1][C:2]1[N:3]=[C:4]([C:11]2[CH:16]=[CH:15][C:14]([C:17]([F:20])([F:19])[F:18])=[CH:13][CH:12]=2)[S:5][C:6]=1[CH:7]([OH:10])[CH2:8][CH3:9].[H-].[Na+].[F:23][CH:24]([F:35])[O:25][C:26]1[CH:33]=[C:32](F)[CH:31]=[CH:30][C:27]=1[C:28]#[N:29].O, predict the reaction product. The product is: [F:23][CH:24]([F:35])[O:25][C:26]1[CH:33]=[C:32]([O:10][CH:7]([C:6]2[S:5][C:4]([C:11]3[CH:16]=[CH:15][C:14]([C:17]([F:20])([F:18])[F:19])=[CH:13][CH:12]=3)=[N:3][C:2]=2[CH3:1])[CH2:8][CH3:9])[CH:31]=[CH:30][C:27]=1[C:28]#[N:29]. (8) Given the reactants [CH2:1]([N:4]1[C:9](=[O:10])[N:8]2[CH:11]=[N:12][C:13]([C:14]3[NH:15][C:16]([C:19]4[S:20][CH:21]=[CH:22][CH:23]=4)=[CH:17][N:18]=3)=[C:7]2[N:6]=[N:5]1)[C:2]#[CH:3].[H-].[Na+].[CH3:26]I, predict the reaction product. The product is: [CH3:26][N:18]1[CH:17]=[C:16]([C:19]2[S:20][CH:21]=[CH:22][CH:23]=2)[N:15]=[C:14]1[C:13]1[N:12]=[CH:11][N:8]2[C:9](=[O:10])[N:4]([CH2:1][C:2]#[CH:3])[N:5]=[N:6][C:7]=12.